The task is: Predict the product of the given reaction.. This data is from Forward reaction prediction with 1.9M reactions from USPTO patents (1976-2016). (1) Given the reactants [CH:1]1[C:6]([C:7]#[N:8])=[CH:5][C:4]2[C:9]([CH2:12][CH2:13][CH2:14][CH2:15][N:16]3[CH2:21][CH2:20][N:19]([C:22]4[CH:23]=[CH:24][C:25]5[O:30][C:29]([C:31]([NH2:33])=[O:32])=[CH:28][C:26]=5[CH:27]=4)[CH2:18][CH2:17]3)=[CH:10][NH:11][C:3]=2[CH:2]=1.C(OC(C)C)(C)C.[ClH:41], predict the reaction product. The product is: [CH:1]1[C:6]([C:7]#[N:8])=[CH:5][C:4]2[C:9]([CH2:12][CH2:13][CH2:14][CH2:15][N:16]3[CH2:17][CH2:18][N:19]([C:22]4[CH:23]=[CH:24][C:25]5[O:30][C:29]([C:31]([NH2:33])=[O:32])=[CH:28][C:26]=5[CH:27]=4)[CH2:20][CH2:21]3)=[CH:10][NH:11][C:3]=2[CH:2]=1.[ClH:41]. (2) Given the reactants [CH3:1][S:2]([C:5]1[CH:10]=[CH:9][C:8]([C:11]2[CH:16]=[C:15]([C:17]([F:20])([F:19])[F:18])[N:14]=[C:13]([NH:21][CH:22]=[O:23])[N:12]=2)=[CH:7][CH:6]=1)(=[O:4])=[O:3].[H-].[Na+].Cl.Cl[CH2:28][C:29]1[N:30]=[CH:31][NH:32][C:33]=1C.[CH3:35]N(C)C=O, predict the reaction product. The product is: [CH3:28][C:29]1[NH:30][CH:31]=[N:32][C:33]=1[C:22]([N:21]([CH3:35])[C:13]1[N:12]=[C:11]([C:8]2[CH:9]=[CH:10][C:5]([S:2]([CH3:1])(=[O:3])=[O:4])=[CH:6][CH:7]=2)[CH:16]=[C:15]([C:17]([F:19])([F:20])[F:18])[N:14]=1)=[O:23].